This data is from Experimentally validated miRNA-target interactions with 360,000+ pairs, plus equal number of negative samples. The task is: Binary Classification. Given a miRNA mature sequence and a target amino acid sequence, predict their likelihood of interaction. (1) The miRNA is hsa-miR-4477b with sequence AUUAAGGACAUUUGUGAUUGAU. The protein sequence of the target gene is MALKNINYLLIFYLSFSLLIYIKNSFCNKNNTRCLSNSCQNNSTCKDFSKDNDCSCSDTANNLDKDCDNMKDPCFSNPCQGSATCVNTPGERSFLCKCPPGYSGTICETTIGSCGKNSCQHGGICHQDPIYPVCICPAGYAGRFCEIDHDECASSPCQNGAVCQDGIDGYSCFCVPGYQGRHCDLEVDECASDPCKNEATCLNEIGRYTCICPHNYSGVNCELEIDECWSQPCLNGATCQDALGAYFCDCAPGFLGDHCELNTDECASQPCLHGGLCVDGENRYSCNCTGSGFTGTHCET.... Result: 1 (interaction). (2) The miRNA is mmu-miR-466l-5p with sequence UUGUGUGUACAUGUACAUGUAU. The protein sequence of the target gene is MLRTALSRMPTLLRSVRTRDSGPRRLWDLGARLKTAERLRGWAWGWASGWRSSSSAPGSGRAAALGRVEADHYQLVYTCKVCGTRSSKRISKLAYHQGVVIVTCPGCQNHHIIADNLSWFSDLKGKRNIEEILAARGEEVRRVSGDGALELILEAAVPPDTPEGDEDPPNPGKMGQS. Result: 1 (interaction). (3) The miRNA is mmu-miR-466g with sequence AUACAGACACAUGCACACACA. The protein sequence of the target gene is MGKQNSKLAPEVMEDLVKSTEFNEHELKQWYKGFLKDCPSGRLNLEEFQQLYVKFFPYGDASKFAQHAFRTFDKNGDGTIDFREFICALSITSRGSFEQKLNWAFNMYDLDGDGKITRVEMLEIIEAIYKMVGTVIMMKMNEDGLTPEQRVDKIFSKMDKNKDDQITLDEFKEAAKSDPSIVLLLQCDIQK. Result: 0 (no interaction).